From a dataset of Peptide-MHC class II binding affinity with 134,281 pairs from IEDB. Regression. Given a peptide amino acid sequence and an MHC pseudo amino acid sequence, predict their binding affinity value. This is MHC class II binding data. (1) The binding affinity (normalized) is 0. The peptide sequence is VKVLRPAPGGKAYMD. The MHC is HLA-DQA10201-DQB10301 with pseudo-sequence HLA-DQA10201-DQB10301. (2) The peptide sequence is EIDTDGDGFIDFNEF. The MHC is DRB1_0101 with pseudo-sequence DRB1_0101. The binding affinity (normalized) is 0.149.